This data is from Experimentally validated miRNA-target interactions with 360,000+ pairs, plus equal number of negative samples. The task is: Binary Classification. Given a miRNA mature sequence and a target amino acid sequence, predict their likelihood of interaction. The miRNA is cel-miR-237-5p with sequence UCCCUGAGAAUUCUCGAACAGCU. The protein sequence of the target gene is MEPLSHRGLPRLSWIDTLYSNFSYGTDEYDGEGNEEQKGPPEGSETMPYIDESPTMSPQLSARSQGGGDGVSPTPPEGLAPGVEAGKGLEMRKLVLSGFLASEEIYINQLEALLLPMKPLKATATTSQPVLTIQQIETIFYKIQDIYEIHKEFYDNLCPKVQQWDSQVTMGHLFQKLASQLGVYKAFVDNYKVALETAEKCSQSNNQFQKISEELKVKGPKDSKDSHTSVTMEALLYKPIDRVTRSTLVLHDLLKHTPVDHPDYPLLQDALRISQNFLSSINEDIDPRRTAVTTPKGETR.... Result: 0 (no interaction).